From a dataset of Reaction yield outcomes from USPTO patents with 853,638 reactions. Predict the reaction yield, written as a fraction of the theoretical maximum amount of product (1.0 means a 100% yield; for example, 0.34 means a 34% yield). (1) The reactants are C1(P([N:15]=[N+:16]=[N-:17])(C2C=CC=CC=2)=O)C=CC=CC=1.[CH3:18][C:19]1[O:23][C:22]([CH:24]([CH:26]2[CH2:31][CH2:30][O:29][CH2:28][CH2:27]2)O)=[CH:21][CH:20]=1.N12CCCN=C1CCCCC2. The catalyst is C1(C)C=CC=CC=1. The product is [N:15]([CH:24]([C:22]1[O:23][C:19]([CH3:18])=[CH:20][CH:21]=1)[CH:26]1[CH2:31][CH2:30][O:29][CH2:28][CH2:27]1)=[N+:16]=[N-:17]. The yield is 0.700. (2) The product is [Cl:1][C:2]1[CH:7]=[CH:6][C:5]([N+:8]([O-:10])=[O:9])=[CH:4][C:3]=1[S:11][CH2:15][C:13]([Cl:12])=[CH2:14]. The yield is 0.890. The reactants are [Cl:1][C:2]1[CH:7]=[CH:6][C:5]([N+:8]([O-:10])=[O:9])=[CH:4][C:3]=1[SH:11].[Cl:12][C:13]([CH2:15]Cl)=[CH2:14].C([O-])([O-])=O.[K+].[K+].CCOC(C)=O. The catalyst is CN(C=O)C.O. (3) The reactants are [CH3:1][C:2]([NH2:11])([CH2:4][C:5]1[CH:6]=[CH:7][CH:8]=[CH:9][CH:10]=1)[CH3:3].Cl.N1C=CC=CC=1.[F:19][C:20]([F:31])([F:30])[C:21](O[C:21](=[O:22])[C:20]([F:31])([F:30])[F:19])=[O:22]. The catalyst is C(Cl)Cl. The product is [CH3:3][C:2]([NH:11][C:21](=[O:22])[C:20]([F:31])([F:30])[F:19])([CH3:1])[CH2:4][C:5]1[CH:6]=[CH:7][CH:8]=[CH:9][CH:10]=1. The yield is 0.960. (4) The reactants are [N:1]1([CH2:6][CH2:7][O:8][C:9]2[CH:18]=[C:17]3[C:12]([C:13](=O)[NH:14][CH:15]=[N:16]3)=[CH:11][C:10]=2[O:20][CH3:21])[CH:5]=[CH:4][N:3]=[CH:2]1.S(Cl)([Cl:24])=O.CN(C=O)C. The catalyst is C1(C)C=CC=CC=1. The product is [Cl:24][C:13]1[C:12]2[C:17](=[CH:18][C:9]([O:8][CH2:7][CH2:6][N:1]3[CH:5]=[CH:4][N:3]=[CH:2]3)=[C:10]([O:20][CH3:21])[CH:11]=2)[N:16]=[CH:15][N:14]=1. The yield is 0.590.